Binary Classification. Given a miRNA mature sequence and a target amino acid sequence, predict their likelihood of interaction. From a dataset of Experimentally validated miRNA-target interactions with 360,000+ pairs, plus equal number of negative samples. (1) The miRNA is cel-miR-37-3p with sequence UCACCGGGUGAACACUUGCAGU. The protein sequence of the target gene is MNWRFVELLYFLFVWGRISVQPSRQEPAGTDQHVSKEFDWLISDRGPFHHSRSYLSFVERHRQGFTTRYKIYREFARWKVRNTAIERRDLVRHPVPLMPEFQRSIRLLGRRPTTQQFIDTIIKKYGTHLLISATLGGEEALTMYMDKSRLDRKSGNATQSVEALHQLASSYFVDRDGTMRRLHEIQISTGAIKVTETRTGPLGCNSYDNLDSVSSVLLQSTESKLHLQGLQIIFPQYLQEKFVQSALSYIMCNGEGEYVCQNSQCRCQCAEEFPQCNCPITDIQIMEFTLANMAKAWTEA.... Result: 0 (no interaction). (2) The protein sequence of the target gene is MARQGCFGSYQVISLFTFAIGVNLCLGFTASRIKRAEWDEGPPTVLSDSPWTNTSGSCKGRCFELQEVGPPDCRCDNLCKSYSSCCHDFDELCLKTARGWECTKDRCGEVRNEENACHCSEDCLSRGDCCTNYQVVCKGESHWVDDDCEEIRVPECPAGFVRPPLIIFSVDGFRASYMKKGSKVMPNIEKLRSCGTHAPYMRPVYPTKTFPNLYTLATGLYPESHGIVGNSMYDPVFDATFHLRGREKFNHRWWGGQPLWITATKQGVRAGTFFWSVSIPHERRILTILQWLSLPDNERP.... Result: 1 (interaction). The miRNA is mmu-miR-340-5p with sequence UUAUAAAGCAAUGAGACUGAUU.